Dataset: Reaction yield outcomes from USPTO patents with 853,638 reactions. Task: Predict the reaction yield, written as a fraction of the theoretical maximum amount of product (1.0 means a 100% yield; for example, 0.34 means a 34% yield). (1) The reactants are Br[C:2]1[C:3]([F:19])=[CH:4][C:5]2[O:11][CH2:10][CH2:9][N:8]3[CH:12]=[C:13]([C:15]([NH2:17])=[O:16])[N:14]=[C:7]3[C:6]=2[CH:18]=1.[CH3:20][O:21][CH2:22][C:23]([CH3:27])([OH:26])[C:24]#[CH:25]. No catalyst specified. The product is [F:19][C:3]1[C:2]([C:25]#[C:24][C:23]([OH:26])([CH3:27])[CH2:22][O:21][CH3:20])=[CH:18][C:6]2[C:7]3[N:8]([CH:12]=[C:13]([C:15]([NH2:17])=[O:16])[N:14]=3)[CH2:9][CH2:10][O:11][C:5]=2[CH:4]=1. The yield is 0.190. (2) The reactants are [CH:1]([C:4]1[S:5][CH:6]=[C:7]([C:9](OCC)=[O:10])[N:8]=1)([CH3:3])[CH3:2].CC(C[AlH]CC(C)C)C.C(O)(=O)C.C(C(C(C([O-])=O)O)O)([O-])=O.[K+].[Na+]. The catalyst is ClCCl. The product is [CH:1]([C:4]1[S:5][CH:6]=[C:7]([CH:9]=[O:10])[N:8]=1)([CH3:3])[CH3:2]. The yield is 0.400. (3) The reactants are Cl[C:2]1[CH:7]=[C:6]([Cl:8])[N:5]=[CH:4][C:3]=1[CH2:9][C:10]([NH2:12])=[O:11].[CH2:13]([NH2:20])[C:14]1[CH:19]=[CH:18][CH:17]=[CH:16][CH:15]=1.C(N(CC)C(C)C)(C)C. The catalyst is C(O)C. The product is [CH2:13]([NH:20][C:2]1[CH:7]=[C:6]([Cl:8])[N:5]=[CH:4][C:3]=1[CH2:9][C:10]([NH2:12])=[O:11])[C:14]1[CH:19]=[CH:18][CH:17]=[CH:16][CH:15]=1. The yield is 0.870. (4) The reactants are Cl[CH:2]([CH:14]1[CH2:19][CH2:18][CH2:17][CH2:16][CH2:15]1)[C:3]1[C:7]2[CH:8]=[CH:9][CH:10]=[CH:11][C:6]=2[O:5][C:4]=1[CH2:12][CH3:13].[NH2:20][C:21]1[CH:26]=[CH:25][C:24]([C:27]([NH:29][CH2:30][CH2:31][C:32]([O:34]CC)=[O:33])=[O:28])=[CH:23][CH:22]=1. No catalyst specified. The product is [CH:14]1([CH:2]([NH:20][C:21]2[CH:22]=[CH:23][C:24]([C:27]([NH:29][CH2:30][CH2:31][C:32]([OH:34])=[O:33])=[O:28])=[CH:25][CH:26]=2)[C:3]2[C:7]3[CH:8]=[CH:9][CH:10]=[CH:11][C:6]=3[O:5][C:4]=2[CH2:12][CH3:13])[CH2:19][CH2:18][CH2:17][CH2:16][CH2:15]1. The yield is 0.770. (5) The yield is 0.960. The reactants are C([O-])=O.[NH4+].[C:5]([O:9][C:10](=[O:44])[NH:11][CH2:12][C:13]1[CH:18]=[CH:17][CH:16]=[C:15]2[N:19]([C:34]3[C:35]4[C@H:42]([CH3:43])[CH2:41][CH2:40][C:36]=4[N:37]=[CH:38][N:39]=3)[CH2:20][C:21]3([CH2:26][CH2:25][N:24](CC4C=CC=CC=4)[CH2:23][CH2:22]3)[C:14]=12)([CH3:8])([CH3:7])[CH3:6]. The product is [C:5]([O:9][C:10](=[O:44])[NH:11][CH2:12][C:13]1[CH:18]=[CH:17][CH:16]=[C:15]2[N:19]([C:34]3[C:35]4[C@H:42]([CH3:43])[CH2:41][CH2:40][C:36]=4[N:37]=[CH:38][N:39]=3)[CH2:20][C:21]3([CH2:22][CH2:23][NH:24][CH2:25][CH2:26]3)[C:14]=12)([CH3:8])([CH3:6])[CH3:7]. The catalyst is CO.[Pd]. (6) The yield is 0.140. The reactants are C(OC([N:8]1[CH2:13][CH2:12][C:11]2[N:14]([CH2:27][CH2:28][CH2:29]O)[N:15]=[C:16]([C:17]3[CH:22]=[CH:21][C:20]([C:23]([F:26])([F:25])[F:24])=[CH:19][CH:18]=3)[C:10]=2[CH2:9]1)=O)(C)(C)C.CCN(C(C)C)C(C)C.[CH3:40][S:41](Cl)(=[O:43])=[O:42].S([O-])(=O)(=O)C.[O:50]=[C:51]1[N:55]([CH2:56][C:57]#[N:58])[C:54]2[CH:59]=[CH:60][CH:61]=[CH:62][C:53]=2[N:52]1[CH:63]1[CH2:68][CH2:67][NH:66][CH2:65][CH2:64]1. The catalyst is C(Cl)Cl.C(O)(C(F)(F)F)=O.CCOC(C)=O.CN(C=O)C. The product is [CH3:40][S:41]([N:8]1[CH2:13][CH2:12][C:11]2[N:14]([CH2:27][CH2:28][CH2:29][N:66]3[CH2:67][CH2:68][CH:63]([N:52]4[C:53]5[CH:62]=[CH:61][CH:60]=[CH:59][C:54]=5[N:55]([CH2:56][C:57]#[N:58])[C:51]4=[O:50])[CH2:64][CH2:65]3)[N:15]=[C:16]([C:17]3[CH:22]=[CH:21][C:20]([C:23]([F:26])([F:24])[F:25])=[CH:19][CH:18]=3)[C:10]=2[CH2:9]1)(=[O:43])=[O:42]. (7) The reactants are Br[C:2]1[C:3]([F:8])=[N:4][CH:5]=[CH:6][CH:7]=1.CC1(C)C(C)(C)OC([C:17]2[CH2:18][CH2:19][O:20][CH2:21][CH:22]=2)O1.[O-]P([O-])([O-])=O.[K+].[K+].[K+]. The catalyst is O1CCOCC1.O. The product is [F:8][C:3]1[C:2]([CH:17]2[CH2:22][CH2:21][O:20][CH2:19][CH2:18]2)=[CH:7][CH:6]=[CH:5][N:4]=1. The yield is 0.512. (8) The reactants are [CH2:1]([N:8]([C@@H:19]([C:21]1[CH:26]=[CH:25][CH:24]=[CH:23][CH:22]=1)[CH3:20])[C@H:9]([CH3:18])[CH2:10][C:11](OC(C)(C)C)=[O:12])[C:2]1[CH:7]=[CH:6][CH:5]=[CH:4][CH:3]=1.[H-].[Al+3].[Li+].[H-].[H-].[H-]. The catalyst is C1COCC1.CCOCC. The product is [CH2:1]([N:8]([C@@H:19]([C:21]1[CH:22]=[CH:23][CH:24]=[CH:25][CH:26]=1)[CH3:20])[C@H:9]([CH3:18])[CH2:10][CH2:11][OH:12])[C:2]1[CH:3]=[CH:4][CH:5]=[CH:6][CH:7]=1. The yield is 0.780. (9) The reactants are Br[C:2]1[CH:7]=[CH:6][N:5]2[CH:8]=[C:9]([C:11]3[CH:16]=[CH:15][C:14]([CH3:17])=[CH:13][CH:12]=3)[N:10]=[C:4]2[CH:3]=1.Cl.[NH:19]1[CH2:24][CH2:23][O:22][CH2:21][CH2:20]1. No catalyst specified. The product is [N:19]1([C:2]2[CH:7]=[CH:6][N:5]3[CH:8]=[C:9]([C:11]4[CH:16]=[CH:15][C:14]([CH3:17])=[CH:13][CH:12]=4)[N:10]=[C:4]3[CH:3]=2)[CH2:24][CH2:23][O:22][CH2:21][CH2:20]1. The yield is 0.160.